This data is from Forward reaction prediction with 1.9M reactions from USPTO patents (1976-2016). The task is: Predict the product of the given reaction. (1) Given the reactants [CH2:1]([N:8]1[C@@H:13]2[C@:14]([F:27])([C:16]3[N:20]([CH2:21][O:22][CH2:23][CH2:24][O:25][CH3:26])[N:19]=[N:18][N:17]=3)[CH2:15][C@@:9]1([C:29]1[CH:34]=[CH:33][CH:32]=[CH:31][CH:30]=1)[C@H:10]([OH:28])[CH2:11][CH2:12]2)[C:2]1[CH:7]=[CH:6][CH:5]=[CH:4][CH:3]=1.[H-].[Na+].C1OCCOCCOCCOCCOCCOC1.[F:55][C:56]([F:70])([F:69])[C:57]1[CH:58]=[C:59]([CH:62]=[C:63]([C:65]([F:68])([F:67])[F:66])[CH:64]=1)[CH2:60]Br, predict the reaction product. The product is: [CH2:1]([N:8]1[C@@H:13]2[C@:14]([F:27])([C:16]3[N:20]([CH2:21][O:22][CH2:23][CH2:24][O:25][CH3:26])[N:19]=[N:18][N:17]=3)[CH2:15][C@@:9]1([C:29]1[CH:34]=[CH:33][CH:32]=[CH:31][CH:30]=1)[C@H:10]([O:28][CH2:60][C:59]1[CH:62]=[C:63]([C:65]([F:67])([F:68])[F:66])[CH:64]=[C:57]([C:56]([F:55])([F:69])[F:70])[CH:58]=1)[CH2:11][CH2:12]2)[C:2]1[CH:7]=[CH:6][CH:5]=[CH:4][CH:3]=1. (2) Given the reactants [Br:1][C:2]1[CH:7]=[C:6]([N:8]2[CH2:13][CH2:12][O:11][CH2:10][CH2:9]2)[CH:5]=[C:4]([C:14]([F:17])([F:16])[F:15])[C:3]=1[NH2:18].[F:19][C:20]1[CH:25]=[CH:24][C:23]([CH2:26][C:27](Cl)=[O:28])=[CH:22][CH:21]=1.O, predict the reaction product. The product is: [Br:1][C:2]1[CH:7]=[C:6]([N:8]2[CH2:13][CH2:12][O:11][CH2:10][CH2:9]2)[CH:5]=[C:4]([C:14]([F:15])([F:16])[F:17])[C:3]=1[NH:18][C:27](=[O:28])[CH2:26][C:23]1[CH:24]=[CH:25][C:20]([F:19])=[CH:21][CH:22]=1. (3) Given the reactants Cl[C:2]1[N:10]=[C:9](Cl)[C:8]([F:12])=[CH:7][C:3]=1[C:4]([NH2:6])=[O:5].[O:13]([C:20]1[CH:25]=[CH:24][C:23]([OH:26])=[CH:22][CH:21]=1)[C:14]1[CH:19]=[CH:18][CH:17]=[CH:16][CH:15]=1.C(O[C:32](=[O:39])[NH:33][C@H:34]1[CH2:38][CH2:37][NH:36][CH2:35]1)(C)(C)C.[C:40](O)(=O)[CH:41]=C, predict the reaction product. The product is: [C:32]([NH:33][C@H:34]1[CH2:38][CH2:37][N:36]([C:9]2[C:8]([F:12])=[CH:7][C:3]([C:4]([NH2:6])=[O:5])=[C:2]([O:26][C:23]3[CH:22]=[CH:21][C:20]([O:13][C:14]4[CH:19]=[CH:18][CH:17]=[CH:16][CH:15]=4)=[CH:25][CH:24]=3)[N:10]=2)[CH2:35]1)(=[O:39])[CH:40]=[CH2:41].